Dataset: Full USPTO retrosynthesis dataset with 1.9M reactions from patents (1976-2016). Task: Predict the reactants needed to synthesize the given product. (1) Given the product [CH3:41][O:40][C:38](=[O:39])[CH:37]([NH:34][C:35]([N:14]1[CH2:15][CH2:16][C:11]2([CH:8]([C:5]3[CH:6]=[CH:7][C:2]([Cl:1])=[CH:3][CH:4]=3)[N:9]([CH:24]3[CH2:26][CH2:25]3)[CH2:10]2)[CH2:12][CH2:13]1)=[O:36])[CH:42]([CH3:45])[CH2:43][CH3:44], predict the reactants needed to synthesize it. The reactants are: [Cl:1][C:2]1[CH:7]=[CH:6][C:5]([CH:8]2[C:11]3([CH2:16][CH2:15][N:14](C(OC(C)(C)C)=O)[CH2:13][CH2:12]3)[CH2:10][N:9]2[CH:24]2[CH2:26][CH2:25]2)=[CH:4][CH:3]=1.C(O)(C(F)(F)F)=O.[N:34]([C@@H:37]([C@@H:42]([CH3:45])[CH2:43][CH3:44])[C:38]([O:40][CH3:41])=[O:39])=[C:35]=[O:36]. (2) Given the product [Cl:12][C:6]1[CH:7]=[CH:8][CH:9]=[C:10]([Cl:11])[C:5]=1/[N:4]=[C:2](\[NH:41][C:40]1[CH:42]=[CH:43][CH:44]=[C:38]([O:37][CH3:36])[CH:39]=1)/[CH3:1], predict the reactants needed to synthesize it. The reactants are: [CH3:1][C:2]([NH:4][C:5]1[C:10]([Cl:11])=[CH:9][CH:8]=[CH:7][C:6]=1[Cl:12])=O.N1C(C)=CC=CC=1C.S(OS(C(F)(F)F)(=O)=O)(C(F)(F)F)(=O)=O.[CH3:36][O:37][C:38]1[CH:39]=[C:40]([CH:42]=[CH:43][CH:44]=1)[NH2:41].C([O-])(O)=O.[Na+]. (3) The reactants are: [F:1][C:2]1[CH:10]=[C:9]2[C:5]([C:6]([C:11]3[CH:12]=[CH:13][C:14]([N:17]4[CH2:22][CH2:21][CH:20]([NH2:23])[CH2:19][CH2:18]4)=[N:15][CH:16]=3)=[CH:7][NH:8]2)=[CH:4][CH:3]=1.CCN(CC)CC.[CH3:31][O:32][CH2:33][CH2:34][S:35](Cl)(=[O:37])=[O:36]. Given the product [F:1][C:2]1[CH:10]=[C:9]2[C:5]([C:6]([C:11]3[CH:12]=[CH:13][C:14]([N:17]4[CH2:22][CH2:21][CH:20]([NH:23][S:35]([CH2:34][CH2:33][O:32][CH3:31])(=[O:37])=[O:36])[CH2:19][CH2:18]4)=[N:15][CH:16]=3)=[CH:7][NH:8]2)=[CH:4][CH:3]=1, predict the reactants needed to synthesize it. (4) Given the product [CH3:17][O:18][C:19](=[O:31])[CH2:20][C:21]1[CH:26]=[CH:25][CH:24]=[C:23]([O:27][CH2:28][CH2:29][NH:14][CH:11]2[CH2:12][CH2:13][N:9]([C:7]3[S:8][C:4]4[CH:3]=[C:2]([Cl:1])[CH:16]=[CH:15][C:5]=4[N:6]=3)[CH2:10]2)[CH:22]=1, predict the reactants needed to synthesize it. The reactants are: [Cl:1][C:2]1[CH:16]=[CH:15][C:5]2[N:6]=[C:7]([N:9]3[CH2:13][CH2:12][CH:11]([NH2:14])[CH2:10]3)[S:8][C:4]=2[CH:3]=1.[CH3:17][O:18][C:19](=[O:31])[CH2:20][C:21]1[CH:26]=[CH:25][CH:24]=[C:23]([O:27][CH2:28][CH2:29]Br)[CH:22]=1.C(=O)([O-])[O-].[K+].[K+]. (5) Given the product [F:1][C:2]1[CH:7]=[CH:6][C:5]([N:8]2[C:78](=[O:79])[C@H:10]([S:13][CH2:14][CH:15]([C:17]3[CH:22]=[CH:21][C:20]([F:23])=[CH:19][CH:18]=3)[OH:16])[C@H:9]2[C:24]2[CH:38]=[CH:37][C:27]([O:28][CH2:29][C:30]([NH:32][CH2:33][C:34]([N:69]([CH3:68])[C:70]([CH3:75])([C:71]([OH:73])=[O:72])[CH3:74])=[O:36])=[O:31])=[CH:26][CH:25]=2)=[CH:4][CH:3]=1, predict the reactants needed to synthesize it. The reactants are: [F:1][C:2]1[CH:7]=[CH:6][C:5]([N:8]2C(=O)[C@H:10]([S:13][CH2:14][C:15]([C:17]3[CH:22]=[CH:21][C:20]([F:23])=[CH:19][CH:18]=3)=[O:16])[C@H:9]2[C:24]2[CH:38]=[CH:37][C:27]([O:28][CH2:29][C:30]([NH:32][CH2:33][C:34]([OH:36])=O)=[O:31])=[CH:26][CH:25]=2)=[CH:4][CH:3]=1.CN1CCOCC1.CN(C(ON1N=NC2C=CC=CC1=2)=[N+](C)C)C.[B-](F)(F)(F)F.[CH3:68][NH:69][C:70]([CH3:75])([CH3:74])[C:71]([OH:73])=[O:72].[BH4-].[Na+].[CH3:78][OH:79].